From a dataset of Forward reaction prediction with 1.9M reactions from USPTO patents (1976-2016). Predict the product of the given reaction. (1) Given the reactants [Cl:1][C:2]1[CH:7]=[CH:6][CH:5]=[C:4]([F:8])[C:3]=1[N:9]1[CH:19]=[C:12]2[CH:13]=[N+:14]([O-])[CH:15]=[C:16]([F:17])[C:11]2=[N:10]1.P(Cl)(Cl)([Cl:22])=O.C(=O)([O-])[O-].[Na+].[Na+], predict the reaction product. The product is: [Cl:22][C:13]1[C:12]2=[CH:19][N:9]([C:3]3[C:4]([F:8])=[CH:5][CH:6]=[CH:7][C:2]=3[Cl:1])[N:10]=[C:11]2[C:16]([F:17])=[CH:15][N:14]=1. (2) Given the reactants [CH3:1][N:2]([CH2:4][C:5]1[CH:6]=[C:7]([CH2:12][OH:13])[CH:8]=[C:9]([F:11])[CH:10]=1)[CH3:3], predict the reaction product. The product is: [CH3:3][N:2]([CH2:4][C:5]1[CH:6]=[C:7]([CH:8]=[C:9]([F:11])[CH:10]=1)[CH:12]=[O:13])[CH3:1]. (3) Given the reactants Cl[C:2]1[C:11]2[C:6](=[C:7]3[CH:15]=[CH:14][CH:13]=[CH:12][C:8]3=[CH:9][CH:10]=2)[N:5]=[CH:4][N:3]=1.O1CCCC1.[CH2:21]([Mg]Br)[CH:22]([CH3:24])[CH3:23].Cl, predict the reaction product. The product is: [CH2:21]([C:2]1[C:11]2[C:6](=[C:7]3[CH:15]=[CH:14][CH:13]=[CH:12][C:8]3=[CH:9][CH:10]=2)[N:5]=[CH:4][N:3]=1)[CH:22]([CH3:24])[CH3:23]. (4) Given the reactants [Cl:1][C:2]1[CH:3]=[C:4]([C:8]2[N:9]=[C:10]([N:16]3[C:20]4[CH:21]=[C:22]([O:27][CH3:28])[C:23]([O:25][CH3:26])=[CH:24][C:19]=4[N:18]=[CH:17]3)[S:11][C:12]=2[C:13](O)=[O:14])[CH:5]=[CH:6][CH:7]=1.[CH3:29][O:30][C:31]1[CH:36]=[CH:35][CH:34]=[C:33]([NH2:37])[CH:32]=1, predict the reaction product. The product is: [CH3:29][O:30][C:31]1[CH:32]=[C:33]([NH:37][C:13]([C:12]2[S:11][C:10]([N:16]3[C:20]4[CH:21]=[C:22]([O:27][CH3:28])[C:23]([O:25][CH3:26])=[CH:24][C:19]=4[N:18]=[CH:17]3)=[N:9][C:8]=2[C:4]2[CH:5]=[CH:6][CH:7]=[C:2]([Cl:1])[CH:3]=2)=[O:14])[CH:34]=[CH:35][CH:36]=1. (5) Given the reactants [C:1]([C@H:5]1[CH2:10][CH2:9][C@H:8]([O:11][C:12]2[CH:17]=[CH:16][C:15]([N:18]3[CH:22]=[C:21]([CH2:23][N:24]4[CH2:29][CH2:28][CH:27]([C:30]([O:32]CC)=[O:31])[CH2:26][CH2:25]4)[N:20]=[N:19]3)=[CH:14][CH:13]=2)[CH2:7][CH2:6]1)([CH3:4])([CH3:3])[CH3:2].O[Li].O.Cl, predict the reaction product. The product is: [C:1]([C@H:5]1[CH2:10][CH2:9][C@H:8]([O:11][C:12]2[CH:17]=[CH:16][C:15]([N:18]3[CH:22]=[C:21]([CH2:23][N:24]4[CH2:25][CH2:26][CH:27]([C:30]([OH:32])=[O:31])[CH2:28][CH2:29]4)[N:20]=[N:19]3)=[CH:14][CH:13]=2)[CH2:7][CH2:6]1)([CH3:4])([CH3:2])[CH3:3]. (6) Given the reactants [C:1]([O:5][C:6](=[O:28])[NH:7][C:8]1[CH:13]=[CH:12][CH:11]=[C:10]([CH2:14][CH:15]2[CH:19]([OH:20])[CH2:18][N:17](CC3C=CC=CC=3)[CH2:16]2)[N:9]=1)([CH3:4])([CH3:3])[CH3:2], predict the reaction product. The product is: [C:1]([O:5][C:6](=[O:28])[NH:7][C:8]1[CH:13]=[CH:12][CH:11]=[C:10]([CH2:14][CH:15]2[CH:19]([OH:20])[CH2:18][NH:17][CH2:16]2)[N:9]=1)([CH3:4])([CH3:2])[CH3:3]. (7) Given the reactants C(OC(=O)[NH:6][C:7]1([C:10]2[CH:15]=[N:14][CH:13]=[CH:12][N:11]=2)[CH2:9][CH2:8]1)C=C.N1CCOCC1, predict the reaction product. The product is: [N:11]1[CH:12]=[CH:13][N:14]=[CH:15][C:10]=1[C:7]1([NH2:6])[CH2:9][CH2:8]1. (8) The product is: [F:23][C:10]1[CH:9]=[C:8]([CH:22]=[CH:21][C:11]=1/[CH:12]=[CH:4]/[CH:3]=[CH:2]/[CH:1]=[O:26])[C:6]#[N:7]. Given the reactants [CH2:1]([Li])[CH2:2][CH2:3][CH3:4].[C:6]([C:8]1[CH:22]=[CH:21][C:11]([CH2:12]P(=O)(OCC)OCC)=[C:10]([F:23])[CH:9]=1)#[N:7].Cl.C(=O)([O-])[OH:26].[Na+], predict the reaction product. (9) Given the reactants [N:1]1[N:5]2[C:9](=[O:10])[C:4]3[N:5]([N:1]=[CH:2][CH:3]=3)[C:9](=[O:10])[C:4]2=[CH:3][CH:2]=1.[NH2:15][C:16]1[C:21]([CH3:22])=[CH:20][CH:19]=[CH:18][N:17]=1, predict the reaction product. The product is: [CH3:22][C:21]1[C:16]([NH:15][C:9]([C:4]2[CH:3]=[CH:2][NH:1][N:5]=2)=[O:10])=[N:17][CH:18]=[CH:19][CH:20]=1. (10) Given the reactants [CH3:1]C1C=C2C(C(C=O)=CN2)=CC=1.C(O[C:17]1[CH:18]=[C:19]2[C:23](=[CH:24][CH:25]=1)[N:22]([C:26]([NH2:28])=[O:27])[CH:21]=[C:20]2[N:29]=[C:30]=[O:31])C=C, predict the reaction product. The product is: [CH3:1][C:25]1[CH:24]=[C:23]2[C:19]([C:20]([N:29]=[C:30]=[O:31])=[CH:21][N:22]2[C:26]([NH2:28])=[O:27])=[CH:18][CH:17]=1.